This data is from Forward reaction prediction with 1.9M reactions from USPTO patents (1976-2016). The task is: Predict the product of the given reaction. Given the reactants C(O[C:6]([N:8]1[CH2:13][CH2:12][C:11]2[CH:14]=[CH:15][O:16][C:10]=2[CH2:9]1)=O)(C)(C)C.Cl.C=O.C(O[BH-](OC(=O)C)OC(=O)C)(=O)C.[Na+].C(=O)(O)[O-].[Na+], predict the reaction product. The product is: [CH3:6][N:8]1[CH2:13][CH2:12][C:11]2[CH:14]=[CH:15][O:16][C:10]=2[CH2:9]1.